This data is from Peptide-MHC class I binding affinity with 185,985 pairs from IEDB/IMGT. The task is: Regression. Given a peptide amino acid sequence and an MHC pseudo amino acid sequence, predict their binding affinity value. This is MHC class I binding data. (1) The peptide sequence is FPNEVGARI. The MHC is HLA-B08:02 with pseudo-sequence HLA-B08:02. The binding affinity (normalized) is 0.213. (2) The peptide sequence is AVAKCNLNH. The MHC is HLA-A03:01 with pseudo-sequence HLA-A03:01. The binding affinity (normalized) is 0.590. (3) The peptide sequence is DTDISQLHH. The MHC is HLA-B08:01 with pseudo-sequence HLA-B08:01. The binding affinity (normalized) is 0.0847. (4) The peptide sequence is AASKVKANL. The MHC is Patr-B0101 with pseudo-sequence Patr-B0101. The binding affinity (normalized) is 0.152.